Dataset: Catalyst prediction with 721,799 reactions and 888 catalyst types from USPTO. Task: Predict which catalyst facilitates the given reaction. (1) Reactant: [Cl:1][C:2]1[CH:7]=[CH:6][C:5]([N:8]2[CH2:13][NH:12][CH2:11][N:10]([C:14](=[O:23])[C:15]3[C:20]([F:21])=[CH:19][CH:18]=[CH:17][C:16]=3[F:22])[C:9]2=[O:24])=[CH:4][CH:3]=1.C(N(CC)CC)C.[CH3:32][S:33](Cl)(=[O:35])=[O:34]. Product: [Cl:1][C:2]1[CH:7]=[CH:6][C:5]([N:8]2[CH2:13][N:12]([S:33]([CH3:32])(=[O:35])=[O:34])[CH2:11][N:10]([C:14](=[O:23])[C:15]3[C:20]([F:21])=[CH:19][CH:18]=[CH:17][C:16]=3[F:22])[C:9]2=[O:24])=[CH:4][CH:3]=1. The catalyst class is: 1. (2) Reactant: CON(C)[C:4]([CH:6]1[CH2:9][CH2:8][CH2:7]1)=[O:5].[Cl:11][C:12]1[S:16][C:15]([Mg]Br)=[CH:14][CH:13]=1.Cl. Product: [Cl:11][C:12]1[S:16][C:15]([C:4]([CH:6]2[CH2:9][CH2:8][CH2:7]2)=[O:5])=[CH:14][CH:13]=1. The catalyst class is: 7. (3) Reactant: [CH3:1][O:2][C:3]([C:5]1[CH:6]=[C:7]2[C:12](=[CH:13][C:14]=1[NH:15]C(OC(C)(C)C)=O)[N:11]=[CH:10][CH:9]=[N:8]2)=[O:4].Cl. Product: [CH3:1][O:2][C:3]([C:5]1[CH:6]=[C:7]2[C:12](=[CH:13][C:14]=1[NH2:15])[N:11]=[CH:10][CH:9]=[N:8]2)=[O:4]. The catalyst class is: 12. (4) Reactant: [NH2:1][C:2]1[S:3][CH:4]=[C:5]([C:7]2[CH:12]=[CH:11][C:10]([CH3:13])=[C:9]([CH3:14])[CH:8]=2)[N:6]=1.[C:15]1(=[O:25])[O:20][C:18](=[O:19])[C:17]2=[CH:21][CH:22]=[CH:23][CH:24]=[C:16]12. Product: [CH3:14][C:9]1[CH:8]=[C:7]([C:5]2[N:6]=[C:2]([NH:1][C:15]([C:16]3[CH:24]=[CH:23][CH:22]=[CH:21][C:17]=3[C:18]([OH:20])=[O:19])=[O:25])[S:3][CH:4]=2)[CH:12]=[CH:11][C:10]=1[CH3:13]. The catalyst class is: 17. (5) Reactant: [CH2:1]([O:3][C:4](=[O:31])[C:5]([CH3:30])([O:23][C:24]1[CH:29]=[CH:28][CH:27]=[CH:26][CH:25]=1)[CH2:6][C:7]1[CH:12]=[CH:11][C:10]([O:13][CH2:14][CH2:15][CH:16]2[CH2:20][NH:19][C:18](=[O:21])[N:17]2[CH3:22])=[CH:9][CH:8]=1)[CH3:2].[H-].[Na+].[CH3:34][O:35][C:36]1[CH:37]=[C:38]([CH:41]=[CH:42][CH:43]=1)[CH2:39]Br. Product: [CH2:1]([O:3][C:4](=[O:31])[C:5]([CH3:30])([O:23][C:24]1[CH:29]=[CH:28][CH:27]=[CH:26][CH:25]=1)[CH2:6][C:7]1[CH:8]=[CH:9][C:10]([O:13][CH2:14][CH2:15][CH:16]2[CH2:20][N:19]([CH2:39][C:38]3[CH:41]=[CH:42][CH:43]=[C:36]([O:35][CH3:34])[CH:37]=3)[C:18](=[O:21])[N:17]2[CH3:22])=[CH:11][CH:12]=1)[CH3:2]. The catalyst class is: 589. (6) Reactant: [F:1][C:2]1[CH:7]=[CH:6][C:5]([C:8]2([C:20]3[CH:25]=[CH:24][C:23]([F:26])=[CH:22][CH:21]=3)[CH2:12][CH2:11][N:10]([CH2:13][C:14]([O:16]CC)=[O:15])[C:9]2=[O:19])=[CH:4][CH:3]=1.[OH-].[Li+]. Product: [F:26][C:23]1[CH:22]=[CH:21][C:20]([C:8]2([C:5]3[CH:4]=[CH:3][C:2]([F:1])=[CH:7][CH:6]=3)[CH2:12][CH2:11][N:10]([CH2:13][C:14]([OH:16])=[O:15])[C:9]2=[O:19])=[CH:25][CH:24]=1. The catalyst class is: 40.